From a dataset of Full USPTO retrosynthesis dataset with 1.9M reactions from patents (1976-2016). Predict the reactants needed to synthesize the given product. (1) The reactants are: [CH2:1]([NH:8][C:9]([C:11]1[CH:12]=[CH:13][C:14]2[N:15]([CH:17]=[CH:18][N:19]=2)[CH:16]=1)=[O:10])[C:2]1[CH:7]=[CH:6][CH:5]=[CH:4][CH:3]=1.[Cl:20][S:21](O)(=[O:23])=[O:22]. Given the product [N:19]1[CH:18]=[CH:17][N:15]2[CH:16]=[C:11]([C:9]([NH:8][CH2:1][C:2]3[CH:3]=[CH:4][C:5]([S:21]([Cl:20])(=[O:23])=[O:22])=[CH:6][CH:7]=3)=[O:10])[CH:12]=[CH:13][C:14]=12, predict the reactants needed to synthesize it. (2) Given the product [OH:1][CH2:2][CH2:3][NH:4][S:5]([C:8]1[S:12][C:11]([NH2:13])=[N:10][C:9]=1[CH3:17])(=[O:6])=[O:7], predict the reactants needed to synthesize it. The reactants are: [OH:1][CH2:2][CH2:3][NH:4][S:5]([C:8]1[S:12][C:11]([NH:13]C(=O)C)=[N:10][C:9]=1[CH3:17])(=[O:7])=[O:6].